This data is from Full USPTO retrosynthesis dataset with 1.9M reactions from patents (1976-2016). The task is: Predict the reactants needed to synthesize the given product. (1) Given the product [F:34][C:2]([F:1])([F:33])[C:3]1[CH:4]=[C:5]([CH2:13][CH:14]([NH:19][C:20]2[C:25]([C:26]([O:28][CH2:29][CH3:30])=[O:27])=[CH:24][N:23]=[C:22]([S:31]([CH3:32])=[O:43])[N:21]=2)[C:15]([O:17][CH3:18])=[O:16])[CH:6]=[C:7]([C:9]([F:10])([F:11])[F:12])[CH:8]=1, predict the reactants needed to synthesize it. The reactants are: [F:1][C:2]([F:34])([F:33])[C:3]1[CH:4]=[C:5]([CH2:13][CH:14]([NH:19][C:20]2[C:25]([C:26]([O:28][CH2:29][CH3:30])=[O:27])=[CH:24][N:23]=[C:22]([S:31][CH3:32])[N:21]=2)[C:15]([O:17][CH3:18])=[O:16])[CH:6]=[C:7]([C:9]([F:12])([F:11])[F:10])[CH:8]=1.ClC1C=CC=C(C(OO)=[O:43])C=1. (2) Given the product [ClH:1].[Cl:15][C:9]1[CH:10]=[C:11]([Cl:14])[CH:12]=[CH:13][C:8]=1[C:6]1[N:7]=[C:2]([N:20]2[CH2:25][CH2:24][CH2:23][CH:22]([NH:26][C:27]3[N:32]=[CH:31][C:30]([C:33]#[N:34])=[CH:29][CH:28]=3)[CH2:21]2)[C:3]2[N:4]([N:16]=[CH:17][N:18]=2)[CH:5]=1, predict the reactants needed to synthesize it. The reactants are: [Cl:1][C:2]1[C:3]2[N:4]([N:16]=[CH:17][N:18]=2)[CH:5]=[C:6]([C:8]2[CH:13]=[CH:12][C:11]([Cl:14])=[CH:10][C:9]=2[Cl:15])[N:7]=1.Cl.[NH:20]1[CH2:25][CH2:24][CH2:23][CH:22]([NH:26][C:27]2[N:32]=[CH:31][C:30]([C:33]#[N:34])=[CH:29][CH:28]=2)[CH2:21]1.C(N(CC)C(C)C)(C)C. (3) Given the product [CH3:16][O:17][C:18](=[O:21])[CH2:19][N:20]=[C:1]([C:9]1[CH:14]=[CH:13][CH:12]=[CH:11][CH:10]=1)[C:2]1[CH:7]=[CH:6][CH:5]=[CH:4][CH:3]=1, predict the reactants needed to synthesize it. The reactants are: [C:1]([C:9]1[CH:14]=[CH:13][CH:12]=[CH:11][CH:10]=1)(=O)[C:2]1[CH:7]=[CH:6][CH:5]=[CH:4][CH:3]=1.Cl.[CH3:16][O:17][C:18](=[O:21])[CH2:19][NH2:20].CCN(C(C)C)C(C)C. (4) The reactants are: [CH3:1][O:2][C:3](=[O:12])[CH2:4][C:5]1[C:6]([CH3:11])=[N:7][NH:8][C:9]=1[CH3:10].Br[CH2:14][C:15]1[CH:22]=[CH:21][C:18]([CH:19]=[O:20])=[CH:17][CH:16]=1.C([O-])([O-])=O.[K+].[K+]. Given the product [CH3:1][O:2][C:3](=[O:12])[CH2:4][C:5]1[C:9]([CH3:10])=[N:8][N:7]([CH2:14][C:15]2[CH:22]=[CH:21][C:18]([CH:19]=[O:20])=[CH:17][CH:16]=2)[C:6]=1[CH3:11], predict the reactants needed to synthesize it. (5) Given the product [Cl:24][C:2]1[CH:3]=[CH:4][C:5]2[C:11](=[O:12])[N:10]3[CH2:13][C@H:14]([C:17]([O:19][CH3:20])=[O:18])[CH2:15][CH2:16][C@H:9]3[CH2:8][CH2:7][C:6]=2[N:21]=1, predict the reactants needed to synthesize it. The reactants are: O[C:2]1[CH:3]=[CH:4][C:5]2[C:11](=[O:12])[N:10]3[CH2:13][C@H:14]([C:17]([O:19][CH3:20])=[O:18])[CH2:15][CH2:16][C@H:9]3[CH2:8][CH2:7][C:6]=2[N:21]=1.O=P(Cl)(Cl)[Cl:24].C([O-])(O)=O.[Na+].